This data is from Reaction yield outcomes from USPTO patents with 853,638 reactions. The task is: Predict the reaction yield, written as a fraction of the theoretical maximum amount of product (1.0 means a 100% yield; for example, 0.34 means a 34% yield). (1) The reactants are [CH3:1][O:2][C:3]1[CH:4]=[C:5]2[C:10](=[CH:11][C:12]=1[O:13][CH3:14])[N:9]=[CH:8][N:7]=[C:6]2[O:15][C:16]1[CH:17]=[C:18]([CH:20]=[CH:21][CH:22]=1)[NH2:19].[C:23]([C:27]1[CH:28]=[C:29]([NH:33][C:34](=O)[O:35]C2C=CC=CC=2)[CH:30]=[CH:31][CH:32]=1)([CH3:26])([CH3:25])[CH3:24]. No catalyst specified. The product is [C:23]([C:27]1[CH:28]=[C:29]([NH:33][C:34]([NH:19][C:18]2[CH:20]=[CH:21][CH:22]=[C:16]([O:15][C:6]3[C:5]4[C:10](=[CH:11][C:12]([O:13][CH3:14])=[C:3]([O:2][CH3:1])[CH:4]=4)[N:9]=[CH:8][N:7]=3)[CH:17]=2)=[O:35])[CH:30]=[CH:31][CH:32]=1)([CH3:26])([CH3:24])[CH3:25]. The yield is 0.580. (2) The reactants are [N:1]1[N:2]=[C:3]([C:10]2[CH:19]=[CH:18][C:17]3[C:12](=[C:13](Br)[CH:14]=[C:15]([F:20])[CH:16]=3)[N:11]=2)[N:4]2[CH:9]=[CH:8][CH:7]=[CH:6][C:5]=12.[NH:22]1[CH2:27][CH2:26][CH:25]([CH2:28][NH:29][C:30](=[O:36])[O:31][C:32]([CH3:35])([CH3:34])[CH3:33])[CH2:24][CH2:23]1.C([O-])([O-])=O.[Cs+].[Cs+]. The catalyst is C1(C)C=CC=CC=1.C1C=CC(/C=C/C(/C=C/C2C=CC=CC=2)=O)=CC=1.C1C=CC(/C=C/C(/C=C/C2C=CC=CC=2)=O)=CC=1.C1C=CC(/C=C/C(/C=C/C2C=CC=CC=2)=O)=CC=1.[Pd].[Pd]. The product is [N:1]1[N:2]=[C:3]([C:10]2[CH:19]=[CH:18][C:17]3[C:12](=[C:13]([N:22]4[CH2:27][CH2:26][CH:25]([CH2:28][NH:29][C:30](=[O:36])[O:31][C:32]([CH3:34])([CH3:33])[CH3:35])[CH2:24][CH2:23]4)[CH:14]=[C:15]([F:20])[CH:16]=3)[N:11]=2)[N:4]2[CH:9]=[CH:8][CH:7]=[CH:6][C:5]=12. The yield is 0.970. (3) The reactants are C(O)(=O)/C=C/C(O)=O.[Cl:9][C:10]1[CH:11]=[C:12]([CH:16]2[CH2:21][CH2:20][CH2:19][NH:18][CH2:17]2)[CH:13]=[CH:14][CH:15]=1.[CH:22]([C:24]1[CH:39]=[CH:38][C:27]([O:28][C:29]2[CH:37]=[CH:36][C:32]([C:33]([NH2:35])=[O:34])=[CH:31][N:30]=2)=[CH:26][CH:25]=1)=O.C(O[BH-](OC(=O)C)OC(=O)C)(=O)C.[Na+].C(O)(=O)C. The catalyst is ClCCCl. The product is [Cl:9][C:10]1[CH:11]=[C:12]([CH:16]2[CH2:21][CH2:20][CH2:19][N:18]([CH2:22][C:24]3[CH:39]=[CH:38][C:27]([O:28][C:29]4[CH:37]=[CH:36][C:32]([C:33]([NH2:35])=[O:34])=[CH:31][N:30]=4)=[CH:26][CH:25]=3)[CH2:17]2)[CH:13]=[CH:14][CH:15]=1. The yield is 0.700. (4) The reactants are [CH3:1][C:2]1[CH:7]=[CH:6][C:5]([S:8]([O:11][C:12]2[CH:13]=[CH:14][C:15]3[NH:20][C:19](=O)[O:18][C:17]([CH3:23])([CH3:22])[C:16]=3[CH:24]=2)(=[O:10])=[O:9])=[CH:4][CH:3]=1.COC1C=CC(P2(SP(C3C=CC(OC)=CC=3)(=S)S2)=[S:34])=CC=1. The catalyst is C1(C)C=CC=CC=1. The product is [CH3:1][C:2]1[CH:7]=[CH:6][C:5]([S:8]([O:11][C:12]2[CH:13]=[CH:14][C:15]3[NH:20][C:19](=[S:34])[O:18][C:17]([CH3:23])([CH3:22])[C:16]=3[CH:24]=2)(=[O:10])=[O:9])=[CH:4][CH:3]=1. The yield is 0.470. (5) The reactants are [CH3:1][C:2]1[CH:3]=[C:4]([CH:13]=[CH:14][C:15]=1[N+:16]([O-])=O)[O:5][C:6]1[CH:11]=[CH:10][N:9]=[C:8]([NH2:12])[CH:7]=1.C(N(CC)CC)C.Cl[C:27](OC1C=CC=CC=1)=[O:28].[NH:36]1[CH2:41][CH2:40][O:39][CH2:38][CH2:37]1.[Cl-].[NH4+]. The catalyst is O1CCCC1.[Fe].O.CN(C)C=O. The product is [NH2:16][C:15]1[CH:14]=[CH:13][C:4]([O:5][C:6]2[CH:11]=[CH:10][N:9]=[C:8]([NH:12][C:27]([N:36]3[CH2:41][CH2:40][O:39][CH2:38][CH2:37]3)=[O:28])[CH:7]=2)=[CH:3][C:2]=1[CH3:1]. The yield is 0.381. (6) The reactants are [N+:1]([O-:4])(O)=[O:2].[Br:5][C:6]1[S:7][CH:8]=[CH:9][CH:10]=1. The catalyst is C(OC(=O)C)(=O)C. The product is [Br:5][C:6]1[S:7][C:8]([N+:1]([O-:4])=[O:2])=[CH:9][CH:10]=1. The yield is 0.660. (7) The reactants are [C:1]([C:4]1[CH:12]=[CH:11][C:7](C(O)=O)=[CH:6][CH:5]=1)(=O)[CH3:2].[CH2:13]([Cl:16])CCl.C1C=CC2N([OH:26])N=NC=2C=1.CCN(C(C)C)C(C)C. The catalyst is C(Cl)Cl. The product is [C:13]([Cl:16])(=[O:26])[CH2:2][CH2:1][C:4]1[CH:5]=[CH:6][CH:7]=[CH:11][CH:12]=1. The yield is 0.540. (8) The yield is 0.500. The reactants are [Cl:1][C:2]1[C:11]([C:12](=O)[CH3:13])=[CH:10][C:9]2[C:4](=[CH:5][C:6]([O:16][CH2:17][C:18]3[CH:23]=[CH:22][CH:21]=[CH:20][N:19]=3)=[C:7]([Cl:15])[CH:8]=2)[N:3]=1.[CH3:24][C:25]([S@:28]([NH2:30])=[O:29])([CH3:27])[CH3:26].C1(C)C=CC=CC=1. The product is [Cl:1][C:2]1[C:11](/[C:12](=[N:30]/[S@@:28]([C:25]([CH3:27])([CH3:26])[CH3:24])=[O:29])/[CH3:13])=[CH:10][C:9]2[C:4](=[CH:5][C:6]([O:16][CH2:17][C:18]3[CH:23]=[CH:22][CH:21]=[CH:20][N:19]=3)=[C:7]([Cl:15])[CH:8]=2)[N:3]=1. The catalyst is C1COCC1.CC(C)[O-].[Ti+4].CC(C)[O-].CC(C)[O-].CC(C)[O-]. (9) The product is [Br:5][C:6]1[NH:7][C:8]2[CH2:9][CH2:10][CH2:11][NH:15][C:12](=[O:2])[C:13]=2[CH:14]=1. The catalyst is C1COCC1.CCOC(C)=O. The reactants are S(Cl)(Cl)=[O:2].[Br:5][C:6]1[NH:7][C:8]2[CH2:9][CH2:10][CH2:11][C:12](=[N:15]O)[C:13]=2[CH:14]=1. The yield is 0.550. (10) The reactants are [CH3:1][C:2]([CH3:21])([CH3:20])[C:3]([NH:5][C:6]1[NH:7][C:8](=O)[C:9]2[C:17]3[C:12](=[CH:13][CH:14]=[CH:15][CH:16]=3)[NH:11][C:10]=2[N:18]=1)=[O:4].P(Cl)(Cl)([Cl:24])=O. No catalyst specified. The product is [Cl:24][C:8]1[C:9]2[C:17]3[C:12](=[CH:13][CH:14]=[CH:15][CH:16]=3)[NH:11][C:10]=2[N:18]=[C:6]([NH:5][C:3](=[O:4])[C:2]([CH3:21])([CH3:20])[CH3:1])[N:7]=1. The yield is 0.590.